This data is from Full USPTO retrosynthesis dataset with 1.9M reactions from patents (1976-2016). The task is: Predict the reactants needed to synthesize the given product. (1) Given the product [Cl:21][C:22]1[CH:23]=[C:24]([NH:25][C:18]2[C:19]3[N:11]([CH2:10][CH2:9][OH:8])[CH:12]=[CH:13][C:14]=3[N:15]=[CH:16][N:17]=2)[CH:26]=[CH:27][C:28]=1[O:29][C:30]1[CH:35]=[CH:34][CH:33]=[C:32]([S:36]([CH2:39][C:40]([F:41])([F:42])[F:43])(=[O:37])=[O:38])[CH:31]=1, predict the reactants needed to synthesize it. The reactants are: [Si]([O:8][CH2:9][CH2:10][N:11]1[C:19]2[C:18](Cl)=[N:17][CH:16]=[N:15][C:14]=2[CH:13]=[CH:12]1)(C(C)(C)C)(C)C.[Cl:21][C:22]1[CH:23]=[C:24]([CH:26]=[CH:27][C:28]=1[O:29][C:30]1[CH:35]=[CH:34][CH:33]=[C:32]([S:36]([CH2:39][C:40]([F:43])([F:42])[F:41])(=[O:38])=[O:37])[CH:31]=1)[NH2:25]. (2) Given the product [CH3:2][N:3]([CH3:11])[C:4](=[O:10])[C@H:5]([CH:7]([CH3:9])[CH3:8])[NH:6][C:20]1[CH2:24][S:23][C:22](=[O:25])[N:21]=1, predict the reactants needed to synthesize it. The reactants are: Cl.[CH3:2][N:3]([CH3:11])[C:4](=[O:10])[C@H:5]([CH:7]([CH3:9])[CH3:8])[NH2:6].C(N(CC)CC)C.S=[C:20]1[CH2:24][S:23][C:22](=[O:25])[NH:21]1. (3) Given the product [CH3:16][C:15]([S@@:13]([N:12]1[CH2:2][CH2:3][CH2:4][C@H:5]1[CH:6]1[CH2:11][CH2:10][CH2:9][CH2:8][CH2:7]1)=[O:14])([CH3:18])[CH3:17], predict the reactants needed to synthesize it. The reactants are: Cl[CH2:2][CH2:3][CH2:4]/[C:5](=[N:12]\[S@:13]([C:15]([CH3:18])([CH3:17])[CH3:16])=[O:14])/[CH:6]1[CH2:11][CH2:10][CH2:9][CH2:8][CH2:7]1.CC(C[AlH]CC(C)C)C.[Li+].C[Si]([N-][Si](C)(C)C)(C)C. (4) Given the product [C:18]1([C:27]([NH2:29])=[O:28])([C:24]([NH2:26])=[O:25])[CH2:19][CH2:20][CH2:21][CH2:22][CH2:23]1.[C:24]([C:18]1([C:27]#[N:29])[CH2:23][CH2:22][CH2:21][CH2:20][CH2:19]1)#[N:26], predict the reactants needed to synthesize it. The reactants are: C1(C(O)=O)(C(O)=O)CCCCC1.S(Cl)(Cl)=O.N.[C:18]1([C:27]([NH2:29])=[O:28])([C:24]([NH2:26])=[O:25])[CH2:23][CH2:22][CH2:21][CH2:20][CH2:19]1. (5) Given the product [NH2:1][C:2]1[N:7]=[C:6]([N:8]2[CH2:13][CH2:12][CH2:11][C@H:10]([C:14]([NH:40][C:41]3[CH:46]=[CH:45][CH:44]=[CH:43][C:42]=3[CH3:47])=[O:16])[CH2:9]2)[CH:5]=[C:4]([C:17]2[CH:22]=[CH:21][C:20]([C:23]#[N:24])=[C:19]([F:25])[CH:18]=2)[N:3]=1, predict the reactants needed to synthesize it. The reactants are: [NH2:1][C:2]1[N:7]=[C:6]([N:8]2[CH2:13][CH2:12][CH2:11][C@H:10]([C:14]([OH:16])=O)[CH2:9]2)[CH:5]=[C:4]([C:17]2[CH:22]=[CH:21][C:20]([C:23]#[N:24])=[C:19]([F:25])[CH:18]=2)[N:3]=1.C(Cl)CCl.C1C=CC2N(O)N=NC=2C=1.[NH2:40][C:41]1[C:42]([CH3:47])=[CH:43][CH:44]=[CH:45][CH:46]=1. (6) Given the product [NH2:22][C:20]1[S:21][C:17]([C:3]2[CH:4]=[CH:5][C:6]([C:24]3[CH:29]=[CH:28][CH:27]=[CH:26][C:25]=3[S:30]([N:33]3[CH2:34][CH2:35][S:36](=[O:39])(=[O:40])[CH2:37][CH2:38]3)(=[O:31])=[O:32])=[CH:7][C:2]=2[F:1])=[N:18][N:19]=1, predict the reactants needed to synthesize it. The reactants are: [F:1][C:2]1[CH:7]=[C:6](B2OC(C)(C)C(C)(C)O2)[CH:5]=[CH:4][C:3]=1[C:17]1[S:21][C:20]([NH2:22])=[N:19][N:18]=1.Br[C:24]1[CH:29]=[CH:28][CH:27]=[CH:26][C:25]=1[S:30]([N:33]1[CH2:38][CH2:37][S:36](=[O:40])(=[O:39])[CH2:35][CH2:34]1)(=[O:32])=[O:31]. (7) Given the product [CH2:1]([O:3][C:4]1[CH:5]=[C:6]([C:7]([O:9][CH2:10][CH3:11])=[O:8])[CH:12]=[C:13]([O:16][CH2:17][CH3:18])[C:14]=1[C:27]1[CH2:32][CH2:31][N:30]([C:33]([O:35][C:36]([CH3:39])([CH3:38])[CH3:37])=[O:34])[CH2:29][CH:28]=1)[CH3:2], predict the reactants needed to synthesize it. The reactants are: [CH2:1]([O:3][C:4]1[CH:5]=[C:6]([CH:12]=[C:13]([O:16][CH2:17][CH3:18])[C:14]=1I)[C:7]([O:9][CH2:10][CH3:11])=[O:8])[CH3:2].CC1(C)C(C)(C)OB([C:27]2[CH2:28][CH2:29][N:30]([C:33]([O:35][C:36]([CH3:39])([CH3:38])[CH3:37])=[O:34])[CH2:31][CH:32]=2)O1.C(=O)([O-])[O-].[Cs+].[Cs+].[Cl-].[NH4+]. (8) Given the product [CH3:27][C@H:28]1[CH2:33][O:32][CH2:31][CH2:30][N:29]1[C:24]([C@H:22]1[CH2:21][CH2:20][C:19]2[C:12]3[C:11]([NH:10][C:8]4[CH:9]=[C:4]5[CH:3]=[N:2][NH:1][C:5]5=[CH:6][N:7]=4)=[N:16][CH:15]=[N:14][C:13]=3[S:17][C:18]=2[CH2:23]1)=[O:25], predict the reactants needed to synthesize it. The reactants are: [NH:1]1[C:5]2=[CH:6][N:7]=[C:8]([NH:10][C:11]3[C:12]4[C:19]5[CH2:20][CH2:21][C@H:22]([C:24](O)=[O:25])[CH2:23][C:18]=5[S:17][C:13]=4[N:14]=[CH:15][N:16]=3)[CH:9]=[C:4]2[CH:3]=[N:2]1.[CH3:27][C@H:28]1[CH2:33][O:32][CH2:31][CH2:30][NH:29]1. (9) Given the product [NH2:8][C:6]1[CH:7]=[C:2]([Cl:1])[CH:3]=[C:4]([CH3:12])[C:5]=1[OH:11], predict the reactants needed to synthesize it. The reactants are: [Cl:1][C:2]1[CH:7]=[C:6]([N+:8]([O-])=O)[C:5]([OH:11])=[C:4]([CH3:12])[CH:3]=1.[Cl-].[NH4+].C(O)C.O. (10) Given the product [Br:1][C:2]1[CH:10]=[CH:9][CH:8]=[C:7]2[C:3]=1[CH:4]=[N:5][N:6]2[C:11]([C:12]1[CH:17]=[CH:16][CH:15]=[CH:14][CH:13]=1)=[O:18], predict the reactants needed to synthesize it. The reactants are: [Br:1][C:2]1[CH:10]=[CH:9][CH:8]=[C:7]2[C:3]=1[CH:4]=[N:5][NH:6]2.[C:11](Cl)(=[O:18])[C:12]1[CH:17]=[CH:16][CH:15]=[CH:14][CH:13]=1.C(=O)(O)[O-].[Na+].